From a dataset of Retrosynthesis with 50K atom-mapped reactions and 10 reaction types from USPTO. Predict the reactants needed to synthesize the given product. (1) The reactants are: CCOC(=O)C(Cc1ccc(OC)c(NC(=O)Cc2ccc(C(F)(F)F)cc2)c1)OC. Given the product COc1ccc(CC(OC)C(=O)O)cc1NC(=O)Cc1ccc(C(F)(F)F)cc1, predict the reactants needed to synthesize it. (2) Given the product CCOCc1nc2c(N)nc3cc(-n4ccccc4=O)ccc3c2n1CCCOC(C)C, predict the reactants needed to synthesize it. The reactants are: CCOCc1nc2c(N)nc3cc(Br)ccc3c2n1CCCOC(C)C.O=c1cccc[nH]1. (3) Given the product CC(=O)OCC(CNC(=O)c1c(I)c(C(=O)NCC(COC(C)=O)OC(C)=O)c(I)c(N2CCC(OC(C)=O)C2=O)c1I)OC(C)=O, predict the reactants needed to synthesize it. The reactants are: CC(=O)OCC(CNC(=O)c1c(I)c(C(=O)NCC(COC(C)=O)OC(C)=O)c(I)c(N2CCC(Br)C2=O)c1I)OC(C)=O.CC(=O)[O-]. (4) Given the product CON(C)C(=O)CNC(=O)OC(C)(C)C, predict the reactants needed to synthesize it. The reactants are: CC(C)(C)OC(=O)NCC(=O)O.CNOC. (5) Given the product O=C(O)CCc1cc(CCNS(=O)(=O)c2ccc(Cl)cc2)cc(Cc2ccc(F)cc2)c1, predict the reactants needed to synthesize it. The reactants are: CCOC(=O)CCc1cc(CCNS(=O)(=O)c2ccc(Cl)cc2)cc(Cc2ccc(F)cc2)c1.